This data is from Reaction yield outcomes from USPTO patents with 853,638 reactions. The task is: Predict the reaction yield, written as a fraction of the theoretical maximum amount of product (1.0 means a 100% yield; for example, 0.34 means a 34% yield). The yield is 0.220. The product is [CH3:1][O:2][C:3]1[C:4]([O:14][CH3:15])=[CH:5][C:6]2[O:10][CH:9]([CH2:11][NH2:12])[CH2:8][C:7]=2[CH:13]=1. The reactants are [CH3:1][O:2][C:3]1[C:4]([O:14][CH3:15])=[CH:5][C:6]2[O:10][CH:9]([C:11]#[N:12])[CH2:8][C:7]=2[CH:13]=1.Cl.[H][H]. The catalyst is C(O)C.[Pd].